From a dataset of Experimentally validated miRNA-target interactions with 360,000+ pairs, plus equal number of negative samples. Binary Classification. Given a miRNA mature sequence and a target amino acid sequence, predict their likelihood of interaction. (1) The miRNA is hsa-miR-127-3p with sequence UCGGAUCCGUCUGAGCUUGGCU. The protein sequence of the target gene is MTTLDHVIATHQSEWVSFNEEPPFPAHSQGGTEEHLPGLSSSPDQSESSSGENHVVDGGSQDHSHSEQDDSSEKMGLISEAASPPGSPEQPPPDLASAISNWVQFEDDTPWASTSPPHQETAETALPLTMPCWTCPSFDSLGRCPLTSESSWTTHSEDTSSPSFGCSYTDLQLINAEEQTSGQASGADSTDNSSSLQEDEEVEMEAISWQASSPAMNGHPAPPVTSARFPSWVTFDDNEVSCPLPPVTSPLKPNTPPSASVIPDVPYNSMGSFKKRDRPKSTLMNFSKVQKLDISSLNRT.... Result: 0 (no interaction). (2) The protein sequence of the target gene is MAQPVHSLCSAFGLQCCLLFLLASWGAGATTFQEYQKTGELSTSDHIFPLTPGLVYSIPFDHIVLHSGQRPPELPKSTEIHEQKRHCNTTRHSKPTDKPTGNSKTIDHKSSTDNHEAPPTSEENSSNQGKDPMIRNQRSVDPADSTTTHKESAGKKHITPAPKSKINCRKSTTGKSTVTRKSDKTGRPLEKSMSTLDKTSTSSHKTTTSFHNSGNSQTKQKSTSFPEKITAASKTTYKTTGTPEESEKTEDSRTTVASDKLLTKTTKNIQETISANELTQSLAEPTEHGGRTANENNTPS.... Result: 0 (no interaction). The miRNA is hsa-miR-4722-5p with sequence GGCAGGAGGGCUGUGCCAGGUUG.